From a dataset of Experimentally validated miRNA-target interactions with 360,000+ pairs, plus equal number of negative samples. Binary Classification. Given a miRNA mature sequence and a target amino acid sequence, predict their likelihood of interaction. (1) The miRNA is hsa-miR-33a-3p with sequence CAAUGUUUCCACAGUGCAUCAC. The protein sequence of the target gene is MREAAERRQQLQLEHDQALAVLSAKQQEIDLLQKSKVRELEEKCRTQSEQFNLLSRDLEKFRQHAGKIDLLGGSAVAPLDISTAPSKPFPQFMNGLATSLGKGQESAIGGSSAIGEYIRPLPQPGDRPEPLSAKPTFLSRSGSARCRSESDMENERNSNTSKQRYSGKVHLCVARYSYNPFDGPNENPEAELPLTAGKYLYVYGDMDEDGFYEGELLDGQRGLVPSNFVDFVQDNESRLASTLGNEQDQNFINHSGIGLEGEHILDLHSPTHIDAGITDNSAGTLDVNIDDIGEDIVPYP.... Result: 0 (no interaction). (2) The miRNA is hsa-miR-1247-3p with sequence CCCCGGGAACGUCGAGACUGGAGC. The protein sequence of the target gene is MALYQRWRCLRLQGLQACRLHTAVVSTPPRWLAERLGLFEELWAAQVKRLASMAQKEPRTIKISLPGGQKIDAVAWNTTPYQLARQISSTLADTAVAAQVNGEPYDLERPLETDSDLRFLTFDSPEGKAVFWHSSTHVLGAAAEQFLGAVLCRGPSTEYGFYHDFFLGKERTIRGSELPVLERICQELTAAARPFRRLEASRDQLRQLFKDNPFKLHLIEEKVTGPTATVYGCGTLVDLCQGPHLRHTGQIGGLKLLSNSSSLWRSSGAPETLQRVSGISFPTTELLRVWEAWREEAELR.... Result: 1 (interaction). (3) The miRNA is mmu-miR-344d-3p with sequence GAUAUAACCACUGCCAGACUGA. The protein sequence of the target gene is MARDLIGPALPPGFKEHATVEDEERDPSPVAGPALPPNYRSCSSDSSDSDEDSSSLSEEGNQESEEEDTGPNAKKQRRNQDDDDDDDGFFGPALPPGFKKQDDSPPRPIIGPALPPGFIKSPQKNDKGREDPGQVSSFFNSEEAESGEDEDIVGPMPAKGPVNYSVTTEFEKRAQRMKEKLTKGDDDSSKPITRESWMTELPPEMKEFGLGPRTFKRRADDKSGDRSVWTDTPADRERKAKEIQEARKSFSKKDEENILSGRDKRLAEQVSSYNESKRSESLMDIHHKKLKSKAAEDKNK.... Result: 1 (interaction). (4) The miRNA is hsa-miR-4727-5p with sequence AUCUGCCAGCUUCCACAGUGG. The protein sequence of the target gene is MTTEVGSVSEVKKDSSQLGTDATKEKPKEVAENQQNQSSDPEEEKGSQPPPAAESQSSLRRQKREKETSESRGISRFIPPWLKKQKSYTLVVAKDGGDKKEPTQAVVEEQVLDKEEPLPEEQRQAKGDAEEMAQKKQEIKVEVKEEKPSVSKEEKPSVSKVEMQPTELVSKEREEKVKETQEDKLEGGAAKRETKEVQTNELKAEKASQKVTKKTKTVQCKVTLLDGTEYSCDLEKHAKGQVLFDKVCEHLNLLEKDYFGLLFQESPEQKNWLDPAKEIKRQLRNLPWLFTFNVKFYPPD.... Result: 0 (no interaction). (5) The miRNA is mmu-miR-1195 with sequence UGAGUUCGAGGCCAGCCUGCUCA. The protein sequence of the target gene is MALHFQSLAELEVLCTHLYVGTDLTERIEAEKALLELIDSPECLSKCQLLLEQGTTSYAQLLAATCLSKLVTRINPLPIEQRIDIRNYILNYVASQPKLAPFVIQALIQVIAKLTKLGWFEVQKDEFVFREIIADVKKFLQGTVEHCIIGVIILCELTQEMNLVDYSRPSAKHRKIATSFRDTSLKDILVLACSLLKQVLAKPLNLQDQDQQSLVMQVLKLVLSCLNFDFLGSSADESADDLCTVQIPTTWRTIFLEPETLDLFFNLYHSLPPLLSQLALSCLVQFASTRRSLFSSPERA.... Result: 1 (interaction). (6) The miRNA is dme-miR-1-3p with sequence UGGAAUGUAAAGAAGUAUGGAG. The protein sequence of the target gene is MLSGARCRLASALRGTRAPPSAVARRCLHASGSRPLADRGKKTEEPPRDFDPALLEFLVCPLSKKPLRYEASTNELINEELGIAYPIIDGIPNMIPQAARMTRQSKKQEEVEQR. Result: 0 (no interaction).